From a dataset of Forward reaction prediction with 1.9M reactions from USPTO patents (1976-2016). Predict the product of the given reaction. (1) The product is: [Cl:30][C:17]1[CH:16]=[C:15]([NH:14][C:11]2[C:12]3[S:13][C:5]([C:4]#[C:3][CH2:2][NH:1][C:39](=[O:40])[CH2:38][N:35]4[CH2:36][CH2:37][N:32]([CH3:31])[CH2:33][CH2:34]4)=[CH:6][C:7]=3[N:8]=[CH:9][N:10]=2)[CH:20]=[CH:19][C:18]=1[O:21][CH2:22][C:23]1[CH:28]=[CH:27][CH:26]=[C:25]([F:29])[CH:24]=1. Given the reactants [NH2:1][CH2:2][C:3]#[C:4][C:5]1[S:13][C:12]2[C:11]([NH:14][C:15]3[CH:20]=[CH:19][C:18]([O:21][CH2:22][C:23]4[CH:28]=[CH:27][CH:26]=[C:25]([F:29])[CH:24]=4)=[C:17]([Cl:30])[CH:16]=3)=[N:10][CH:9]=[N:8][C:7]=2[CH:6]=1.[CH3:31][N:32]1[CH2:37][CH2:36][N:35]([CH2:38][C:39](O)=[O:40])[CH2:34][CH2:33]1.C(N(CC)CC)C.C(P(=O)(OCC)OCC)#N, predict the reaction product. (2) Given the reactants [CH:1]([CH:3]=O)=[O:2].[CH2:5]([NH:7][C:8]([CH3:14])([CH3:13])[C:9]([CH3:12])([OH:11])[CH3:10])[CH3:6], predict the reaction product. The product is: [CH2:5]([N:7]1[C:8]([CH3:14])([CH3:13])[C:9]([CH3:12])([CH3:10])[O:11][C:1](=[O:2])[CH2:3]1)[CH3:6]. (3) Given the reactants [CH3:1][N:2]([CH2:10][CH:11]=O)[C:3](=[O:9])[O:4][C:5]([CH3:8])([CH3:7])[CH3:6].[N+:13]([C:16]1[CH:25]=[CH:24][C:19]2[O:20][CH2:21][CH2:22][NH:23][C:18]=2[CH:17]=1)([O-:15])=[O:14].C(O[BH-](OC(=O)C)OC(=O)C)(=O)C.[Na+], predict the reaction product. The product is: [CH3:1][N:2]([CH2:10][CH2:11][N:23]1[CH2:22][CH2:21][O:20][C:19]2[CH:24]=[CH:25][C:16]([N+:13]([O-:15])=[O:14])=[CH:17][C:18]1=2)[C:3](=[O:9])[O:4][C:5]([CH3:6])([CH3:7])[CH3:8]. (4) Given the reactants [Cl:1][C:2]1[CH:3]=[C:4]([CH:31]=[CH:32][C:33]=1[F:34])[CH2:5][N:6]1[CH2:15][CH2:14][C:13]2[C:8](=[C:9]([OH:29])[C:10](=[O:28])[N:11]([CH2:21][CH2:22][N:23]3[CH2:27][CH2:26][CH2:25][CH2:24]3)[C:12]=2[C:16]([N:18]([CH3:20])[CH3:19])=[O:17])[C:7]1=[O:30].N1CC[O:38]CC1, predict the reaction product. The product is: [Cl:1][C:2]1[CH:3]=[C:4]([CH:31]=[CH:32][C:33]=1[F:34])[CH2:5][N:6]1[CH2:15][CH2:14][C:13]2[C:8](=[C:9]([OH:29])[C:10](=[O:28])[N:11]([CH2:21][CH2:22][N:23]3[CH2:27][CH2:26][O:38][CH2:25][CH2:24]3)[C:12]=2[C:16]([N:18]([CH3:19])[CH3:20])=[O:17])[C:7]1=[O:30]. (5) Given the reactants [CH2:1]([N:8]1[CH2:13][CH2:12][C:11]([CH2:15][OH:16])([F:14])[CH2:10][CH2:9]1)[C:2]1[CH:7]=[CH:6][CH:5]=[CH:4][CH:3]=1.[CH3:17][S:18](O[S:18]([CH3:17])(=[O:20])=[O:19])(=[O:20])=[O:19].C1CCN2C(=NCCC2)CC1, predict the reaction product. The product is: [CH3:17][S:18]([O:16][CH2:15][C:11]1([F:14])[CH2:10][CH2:9][N:8]([CH2:1][C:2]2[CH:3]=[CH:4][CH:5]=[CH:6][CH:7]=2)[CH2:13][CH2:12]1)(=[O:20])=[O:19]. (6) The product is: [C:36]([OH:37])(=[O:39])/[CH:35]=[CH:34]/[C:28]([OH:30])=[O:31].[N:22]1[CH:23]=[CH:24][CH:25]=[C:20]([C:2]2[N:7]=[N:6][C:5]([N:8]3[CH:14]4[CH2:15][CH2:16][N:11]([CH2:12][CH2:13]4)[CH2:10][CH2:9]3)=[CH:4][CH:3]=2)[CH:21]=1. Given the reactants Br[C:2]1[N:7]=[N:6][C:5]([N:8]2[CH:14]3[CH2:15][CH2:16][N:11]([CH2:12][CH2:13]3)[CH2:10][CH2:9]2)=[CH:4][CH:3]=1.C(B(CC)[C:20]1[CH:21]=[N:22][CH:23]=[CH:24][CH:25]=1)C.[C:28](=[O:31])([O-:30])[O-].[K+].[K+].[CH2:34](O)[CH2:35][CH2:36][OH:37].[O:39]1CCOCC1, predict the reaction product. (7) Given the reactants [NH2:1][C:2]1[O:6][N:5]=[C:4]([C:7]2[CH:12]=[CH:11][CH:10]=[C:9]([O:13][C:14]([F:17])([F:16])[F:15])[CH:8]=2)[C:3]=1[C:18]([O:20]C)=[O:19].[OH-].[Na+], predict the reaction product. The product is: [NH2:1][C:2]1[O:6][N:5]=[C:4]([C:7]2[CH:12]=[CH:11][CH:10]=[C:9]([O:13][C:14]([F:16])([F:17])[F:15])[CH:8]=2)[C:3]=1[C:18]([OH:20])=[O:19].